Dataset: Orexin1 receptor HTS with 218,158 compounds and 233 confirmed actives. Task: Binary Classification. Given a drug SMILES string, predict its activity (active/inactive) in a high-throughput screening assay against a specified biological target. (1) The molecule is s1c(C(Oc2c(OC)cc(cc2)/C=N\NC(=O)CNC(=O)c2cc(OC)ccc2)=O)ccc1. The result is 0 (inactive). (2) The drug is O=C(NC1CCCCCCC1)C1(N(C(=O)CC1)Cc1cccnc1)C. The result is 0 (inactive). (3) The drug is Oc1c2CN3C(Cc2ccc1OC)c1c(CC3)cc(OC)c(O)c1. The result is 0 (inactive). (4) The drug is Clc1ccc(c2cn(nc2/C=N\NC(=O)c2ccncc2)c2ccccc2)cc1. The result is 0 (inactive). (5) The molecule is O=C(NCc1ccccc1)NC(=O)c1ccncc1. The result is 0 (inactive). (6) The drug is Clc1cc(C2=NCCn3nc4c(c23)ccc(c4)C(F)(F)F)cc(Cl)c1N. The result is 0 (inactive). (7) The molecule is O=C(N1CC(CCC1)c1nc2n([nH]nc2c(=O)n1)Cc1c(ccc(c1)C)C)CC(C)C. The result is 0 (inactive).